From a dataset of Forward reaction prediction with 1.9M reactions from USPTO patents (1976-2016). Predict the product of the given reaction. Given the reactants [Cl:1][C:2]1[N:7]=[CH:6][C:5]([C:8]2[O:9][C:10]([CH3:16])=[C:11]([CH2:13][CH2:14][OH:15])[N:12]=2)=[CH:4][CH:3]=1.[S:17](Cl)([C:20]1[CH:26]=[CH:25][C:23]([CH3:24])=[CH:22][CH:21]=1)(=[O:19])=[O:18].C(N(CC)CC)C, predict the reaction product. The product is: [Cl:1][C:2]1[N:7]=[CH:6][C:5]([C:8]2[O:9][C:10]([CH3:16])=[C:11]([CH2:13][CH2:14][O:15][S:17]([C:20]3[CH:26]=[CH:25][C:23]([CH3:24])=[CH:22][CH:21]=3)(=[O:19])=[O:18])[N:12]=2)=[CH:4][CH:3]=1.